This data is from Catalyst prediction with 721,799 reactions and 888 catalyst types from USPTO. The task is: Predict which catalyst facilitates the given reaction. Reactant: [C:1]1([Mg]Br)[CH:6]=[CH:5][CH:4]=[CH:3][CH:2]=1.[CH3:9][O:10][C:11]1[CH:19]=[C:18]2[C:14]([CH2:15][CH2:16][C:17]2=[O:20])=[CH:13][CH:12]=1.[NH4+].[Cl-].O. Product: [CH3:9][O:10][C:11]1[CH:19]=[C:18]2[C:14]([CH2:15][CH2:16][C:17]2([C:1]2[CH:6]=[CH:5][CH:4]=[CH:3][CH:2]=2)[OH:20])=[CH:13][CH:12]=1. The catalyst class is: 332.